From a dataset of Reaction yield outcomes from USPTO patents with 853,638 reactions. Predict the reaction yield, written as a fraction of the theoretical maximum amount of product (1.0 means a 100% yield; for example, 0.34 means a 34% yield). The reactants are [CH:1]([C:3]1([CH3:16])[CH2:8][CH2:7][CH2:6][N:5]([C:9]([O:11][C:12]([CH3:15])([CH3:14])[CH3:13])=[O:10])[CH2:4]1)=O.[C:17](=O)([O-])[O-].[K+].[K+].[N+](=C(P(=O)(OC)OC)C(=O)C)=[N-]. The catalyst is CO. The product is [C:1]([C:3]1([CH3:16])[CH2:8][CH2:7][CH2:6][N:5]([C:9]([O:11][C:12]([CH3:15])([CH3:14])[CH3:13])=[O:10])[CH2:4]1)#[CH:17]. The yield is 0.730.